This data is from Reaction yield outcomes from USPTO patents with 853,638 reactions. The task is: Predict the reaction yield, written as a fraction of the theoretical maximum amount of product (1.0 means a 100% yield; for example, 0.34 means a 34% yield). (1) The yield is 0.970. The reactants are C[O:2][C:3](=[O:43])[C:4]1[CH:9]=[CH:8][C:7]([CH2:10][NH:11][C:12]([C@H:14]2[C@H:18]([C:19]3[CH:24]=[CH:23][CH:22]=[C:21]([Cl:25])[C:20]=3[F:26])[C@:17]([C:29]3[CH:34]=[CH:33][C:32]([Cl:35])=[CH:31][C:30]=3[F:36])([C:27]#[N:28])[C@H:16]([CH2:37][C:38]([CH3:41])([CH3:40])[CH3:39])[NH:15]2)=[O:13])=[CH:6][C:5]=1[F:42].O.[OH-].[Li+]. The product is [Cl:35][C:32]1[CH:33]=[CH:34][C:29]([C@@:17]2([C:27]#[N:28])[C@H:16]([CH2:37][C:38]([CH3:40])([CH3:41])[CH3:39])[NH:15][C@@H:14]([C:12]([NH:11][CH2:10][C:7]3[CH:8]=[CH:9][C:4]([C:3]([OH:43])=[O:2])=[C:5]([F:42])[CH:6]=3)=[O:13])[C@@H:18]2[C:19]2[CH:24]=[CH:23][CH:22]=[C:21]([Cl:25])[C:20]=2[F:26])=[C:30]([F:36])[CH:31]=1. The catalyst is C1COCC1.O. (2) The yield is 0.540. The catalyst is C(Cl)Cl. The product is [N+:1]([C:4]1[CH:9]=[CH:8][C:7]([N:10]2[CH2:15][CH:14]3[CH2:16][CH:11]2[C:12](=[O:17])[CH2:13]3)=[CH:6][CH:5]=1)([O-:3])=[O:2]. The reactants are [N+:1]([C:4]1[CH:9]=[CH:8][C:7]([N:10]2[CH2:15][CH:14]3[CH2:16][CH:11]2[CH:12]([OH:17])[CH2:13]3)=[CH:6][CH:5]=1)([O-:3])=[O:2].CCN(CC)CC.S(=O)(=O)=O.N1C=CC=CC=1.CS(C)=O. (3) The catalyst is O. The product is [CH3:43][C:42]1[C:37]([CH2:36][O:1][C:2]2[CH:3]=[CH:4][C:5]([C:8]3[C:9](=[O:23])[C:10]([CH3:21])([CH3:22])[O:11][C:12]=3[C:13]3[CH:18]=[CH:17][C:16]([O:19][CH3:20])=[CH:15][CH:14]=3)=[CH:6][CH:7]=2)=[N:38][CH:39]=[C:40]([CH3:44])[CH:41]=1. The yield is 0.653. The reactants are [OH:1][C:2]1[CH:7]=[CH:6][C:5]([C:8]2[C:9](=[O:23])[C:10]([CH3:22])([CH3:21])[O:11][C:12]=2[C:13]2[CH:18]=[CH:17][C:16]([O:19][CH3:20])=[CH:15][CH:14]=2)=[CH:4][CH:3]=1.C(=O)([O-])[O-].[Cs+].[Cs+].CN(C=O)C.Cl[CH2:36][C:37]1[C:42]([CH3:43])=[CH:41][C:40]([CH3:44])=[CH:39][N:38]=1. (4) The yield is 0.670. The catalyst is C(O)C. The product is [CH3:12][NH:13][C:14]1[S:15][CH:3]=[C:4]([C:6]2[CH:11]=[CH:10][N:9]=[CH:8][CH:7]=2)[N:16]=1. The reactants are Br.Br[CH2:3][C:4]([C:6]1[CH:11]=[CH:10][N:9]=[CH:8][CH:7]=1)=O.[CH3:12][NH:13][C:14]([NH2:16])=[S:15]. (5) The reactants are [CH3:1][O:2][C:3]1[CH:8]=[C:7]([CH3:9])[C:6]([S:10]([N:13]2[CH2:18][CH2:17][CH2:16][CH2:15][C@H:14]2[CH2:19][O:20][CH2:21][C:22]([O:24]C(C)(C)C)=[O:23])(=[O:12])=[O:11])=[C:5]([CH3:29])[CH:4]=1.FC(F)(F)C(O)=O. The catalyst is ClCCl. The product is [CH3:1][O:2][C:3]1[CH:8]=[C:7]([CH3:9])[C:6]([S:10]([N:13]2[CH2:18][CH2:17][CH2:16][CH2:15][C@H:14]2[CH2:19][O:20][CH2:21][C:22]([OH:24])=[O:23])(=[O:12])=[O:11])=[C:5]([CH3:29])[CH:4]=1. The yield is 1.00. (6) No catalyst specified. The reactants are [CH3:1][O:2][C:3]1[CH:4]=[C:5]2C(=[CH:10][CH:11]=1)NC=[CH:6]2.[OH-].[K+].[I:14]I.[H-].[Na+].IC.[CH3:20][N:21]([CH:23]=O)[CH3:22]. The yield is 0.990. The product is [I:14][C:6]1[C:5]2[C:22](=[CH:10][CH:11]=[C:3]([O:2][CH3:1])[CH:4]=2)[N:21]([CH3:20])[CH:23]=1. (7) The reactants are Cl[C:2]1[N:3]=[CH:4][C:5]([C:8]#[N:9])=[N:6][CH:7]=1.[NH2:10][C@H:11]1[C:20]2[C:15](=[CH:16][CH:17]=[C:18]([CH:21]3[CH2:26][CH2:25][O:24][CH2:23][CH2:22]3)[CH:19]=2)[N:14]([C:27](=[O:29])[CH3:28])[C@@H:13]([CH3:30])[C@@H:12]1[CH3:31].CCN(C(C)C)C(C)C. No catalyst specified. The product is [C:27]([N:14]1[C:15]2[C:20](=[CH:19][C:18]([CH:21]3[CH2:26][CH2:25][O:24][CH2:23][CH2:22]3)=[CH:17][CH:16]=2)[C@H:11]([NH:10][C:2]2[N:3]=[CH:4][C:5]([C:8]#[N:9])=[N:6][CH:7]=2)[C@@H:12]([CH3:31])[C@@H:13]1[CH3:30])(=[O:29])[CH3:28]. The yield is 0.438. (8) The reactants are [CH3:1][C:2]1[C:3]([CH2:9][NH:10][S:11]([C:14]2[CH:19]=[CH:18][CH:17]=[CH:16][C:15]=2[N+:20]([O-:22])=[O:21])(=[O:13])=[O:12])=[N:4][CH:5]=[C:6]([CH3:8])[CH:7]=1.[CH3:23][O:24][C:25](=[O:36])[C:26]1[CH:31]=[C:30]([C:32]#[N:33])[CH:29]=[CH:28][C:27]=1[CH2:34]Br.C([O-])([O-])=O.[K+].[K+]. The catalyst is CC#N. The product is [CH3:23][O:24][C:25](=[O:36])[C:26]1[CH:31]=[C:30]([C:32]#[N:33])[CH:29]=[CH:28][C:27]=1[CH2:34][N:10]([CH2:9][C:3]1[C:2]([CH3:1])=[CH:7][C:6]([CH3:8])=[CH:5][N:4]=1)[S:11]([C:14]1[CH:19]=[CH:18][CH:17]=[CH:16][C:15]=1[N+:20]([O-:22])=[O:21])(=[O:12])=[O:13]. The yield is 0.970. (9) The reactants are [Br:1][C:2]1[CH:3]=[CH:4][C:5]([N:8]2[CH:12]=[C:11]([CH2:13][CH2:14][CH2:15][OH:16])[C:10]([CH:17]([CH2:20][CH3:21])[CH2:18][CH3:19])=[N:9]2)=[N:6][CH:7]=1.O[C:23]1[C:28]([CH3:29])=[CH:27][CH:26]=[CH:25][C:24]=1[CH2:30][C:31]([O:33][CH3:34])=[O:32].C(P(CCCC)CCCC)CCC.N(C(N1CCCCC1)=O)=NC(N1CCCCC1)=O. The catalyst is O1CCCC1. The product is [Br:1][C:2]1[CH:3]=[CH:4][C:5]([N:8]2[CH:12]=[C:11]([CH2:13][CH2:14][CH2:15][O:16][C:23]3[C:28]([CH3:29])=[CH:27][CH:26]=[CH:25][C:24]=3[CH2:30][C:31]([O:33][CH3:34])=[O:32])[C:10]([CH:17]([CH2:20][CH3:21])[CH2:18][CH3:19])=[N:9]2)=[N:6][CH:7]=1. The yield is 0.650. (10) The product is [C:15]([C:23]1[C:4]([CH2:3][O:2][CH3:1])=[C:5]([C:6]([O:8][CH3:9])=[O:7])[NH:11][C:24]=1[CH3:25])(=[O:22])[C:16]1[CH:21]=[CH:20][CH:19]=[CH:18][CH:17]=1. The catalyst is C(O)(=O)C.[Zn]. The reactants are [CH3:1][O:2][CH2:3][C:4](=O)[CH2:5][C:6]([O:8][CH3:9])=[O:7].[N:11]([O-])=O.[Na+].[C:15]([CH2:23][C:24](=O)[CH3:25])(=[O:22])[C:16]1[CH:21]=[CH:20][CH:19]=[CH:18][CH:17]=1.C([O-])(=O)C.[Na+]. The yield is 0.205.